This data is from Full USPTO retrosynthesis dataset with 1.9M reactions from patents (1976-2016). The task is: Predict the reactants needed to synthesize the given product. (1) Given the product [CH3:10][O:9][C:3]1[CH:4]=[C:5]([NH2:6])[CH:7]=[CH:8][C:2]=1[C:13]1[CH:14]=[CH:15][C:16]([C:18]([F:19])([F:21])[F:20])=[CH:17][C:12]=1[CH3:11], predict the reactants needed to synthesize it. The reactants are: Br[C:2]1[CH:8]=[CH:7][C:5]([NH2:6])=[CH:4][C:3]=1[O:9][CH3:10].[CH3:11][C:12]1[CH:17]=[C:16]([C:18]([F:21])([F:20])[F:19])[CH:15]=[CH:14][C:13]=1B(O)O.BrC1C=CC(N)=CC=1Cl.FC(F)(F)C1C=CC(B(O)O)=CC=1. (2) Given the product [CH3:1][C:2]1[CH:3]=[C:4]([C:12]2[CH:17]=[C:16]([C:18]([F:21])([F:19])[F:20])[N:15]3[N:22]=[CH:23][C:24]([C:25]4[O:28][N:29]=[C:30]([C:31]5[CH:36]=[CH:35][C:34]([S:37]([NH2:38])(=[O:39])=[O:40])=[CH:33][CH:32]=5)[N:41]=4)=[C:14]3[N:13]=2)[CH:5]=[CH:6][C:7]=1[C:8]([F:9])([F:10])[F:11], predict the reactants needed to synthesize it. The reactants are: [CH3:1][C:2]1[CH:3]=[C:4]([C:12]2[CH:17]=[C:16]([C:18]([F:21])([F:20])[F:19])[N:15]3[N:22]=[CH:23][C:24]([C:25](O)=O)=[C:14]3[N:13]=2)[CH:5]=[CH:6][C:7]=1[C:8]([F:11])([F:10])[F:9].[OH:28][NH:29][C:30](=[NH:41])[C:31]1[CH:36]=[CH:35][C:34]([S:37](=[O:40])(=[O:39])[NH2:38])=[CH:33][CH:32]=1. (3) The reactants are: ClC1C=CN=C(C(Cl)=O)C=1.C(N)C.Cl[C:15]1[CH:20]=[CH:19][N:18]=[C:17]([C:21]([NH:23][CH2:24][CH3:25])=[O:22])[CH:16]=1.[NH2:26][C:27]1[CH:32]=[CH:31][C:30]([OH:33])=[CH:29][CH:28]=1. Given the product [CH2:24]([NH:23][C:21]([C:17]1[CH:16]=[C:15]([O:33][C:30]2[CH:31]=[CH:32][C:27]([NH2:26])=[CH:28][CH:29]=2)[CH:20]=[CH:19][N:18]=1)=[O:22])[CH3:25], predict the reactants needed to synthesize it. (4) Given the product [N:56]1([C:53]2[CH:52]=[CH:51][C:50]([NH:49][C:6]([N:8]3[CH2:13][CH2:12][CH:11]([C:14]4[C:23]5[C:18](=[CH:19][C:20]([O:26][CH2:27][CH2:28][CH2:29][N:30]6[CH2:35][CH2:34][N:33]([CH3:36])[CH2:32][CH2:31]6)=[C:21]([O:24][CH3:25])[CH:22]=5)[N:17]=[CH:16][N:15]=4)[CH2:10][CH2:9]3)=[O:7])=[CH:55][CH:54]=2)[CH2:57][CH2:58][O:59][CH2:60][CH2:61]1, predict the reactants needed to synthesize it. The reactants are: C(O[C:6]([N:8]1[CH2:13][CH2:12][CH:11]([C:14]2[C:23]3[C:18](=[CH:19][C:20]([O:26][CH2:27][CH2:28][CH2:29][N:30]4[CH2:35][CH2:34][N:33]([CH3:36])[CH2:32][CH2:31]4)=[C:21]([O:24][CH3:25])[CH:22]=3)[N:17]=[CH:16][N:15]=2)[CH2:10][CH2:9]1)=[O:7])(C)(C)C.Cl.[N+](C1C=CC(OC(=O)[NH:49][C:50]2[CH:55]=[CH:54][C:53]([N:56]3[CH2:61][CH2:60][O:59][CH2:58][CH2:57]3)=[CH:52][CH:51]=2)=CC=1)([O-])=O. (5) Given the product [Br:13][C:14]1[C:15]([OH:20])=[C:16]([CH:17]=[CH:18][CH:19]=1)[CH:8]=[O:9], predict the reactants needed to synthesize it. The reactants are: C(N(CC)CC)C.[CH2:8]=[O:9].[Cl-].[Cl-].[Mg+2].[Br:13][C:14]1[CH:19]=[CH:18][CH:17]=[CH:16][C:15]=1[OH:20]. (6) Given the product [CH2:1]([O:3][C:4]([C:6]1[C:10]2[CH2:11][CH2:12][C:13]3[C:18]([C:9]=2[N:8]([CH3:20])[C:7]=1[I:29])=[N:17][C:16]([NH2:19])=[N:15][CH:14]=3)=[O:5])[CH3:2], predict the reactants needed to synthesize it. The reactants are: [CH2:1]([O:3][C:4]([C:6]1[C:10]2[CH2:11][CH2:12][C:13]3[C:18]([C:9]=2[N:8]([CH3:20])[C:7]=1C(O)=O)=[N:17][C:16]([NH2:19])=[N:15][CH:14]=3)=[O:5])[CH3:2].C([O-])(O)=O.[Na+].[I:29]I.[I-].[K+]. (7) Given the product [Cl:1][CH2:2][C:3]1[CH:4]=[CH:5][C:6]([CH2:9][C:10]([NH:21][NH:20][C:19]([O:23][C:24]([CH3:27])([CH3:26])[CH3:25])=[O:22])=[O:12])=[CH:7][CH:8]=1, predict the reactants needed to synthesize it. The reactants are: [Cl:1][CH2:2][C:3]1[CH:8]=[CH:7][C:6]([CH2:9][C:10]([OH:12])=O)=[CH:5][CH:4]=1.C(Cl)(=O)C(Cl)=O.[C:19]([O:23][C:24]([CH3:27])([CH3:26])[CH3:25])(=[O:22])[NH:20][NH2:21].C(N(CC)C(C)C)(C)C. (8) Given the product [CH3:1][O:2][C:3]1[C:8]2[O:9][C:10]3[CH:15]=[CH:14][CH:13]=[CH:12][C:11]=3[C:7]=2[C:6]([C:16]2[S:17][CH:18]=[C:19]([C:21]3[N:26]=[C:25]([C:27]([OH:29])=[O:28])[CH:24]=[CH:23][CH:22]=3)[N:20]=2)=[CH:5][CH:4]=1, predict the reactants needed to synthesize it. The reactants are: [CH3:1][O:2][C:3]1[C:8]2[O:9][C:10]3[CH:15]=[CH:14][CH:13]=[CH:12][C:11]=3[C:7]=2[C:6]([C:16]2[S:17][CH:18]=[C:19]([C:21]3[N:26]=[C:25]([C:27]([O:29]CC)=[O:28])[CH:24]=[CH:23][CH:22]=3)[N:20]=2)=[CH:5][CH:4]=1.[OH-].[K+].Cl. (9) Given the product [C:62]([O:66][C:67]([N:69]1[CH2:70][CH2:71][CH2:19][CH:18]([C:16]2[NH:15][C:12]3=[N:13][CH:14]=[C:9]([Cl:8])[C:10]([NH:31][C@H:32]4[C@@H:33]([C:39](=[O:40])[NH2:41])[C@H:34]5[CH2:38][C@@H:37]4[CH:36]=[CH:35]5)=[C:11]3[N:17]=2)[CH2:23]1)=[O:68])([CH3:65])([CH3:64])[CH3:63], predict the reactants needed to synthesize it. The reactants are: FC(F)(F)C(O)=O.[Cl:8][C:9]1[C:10]([NH:31][C@@H:32]2[C@@H:37]3[CH2:38][C@@H:34]([CH:35]=[CH:36]3)[C@@H:33]2[C:39]([NH2:41])=[O:40])=[C:11]2[N:17]=[C:16]([C:18]3[CH:23]=CC(CN4CCOCC4)=C[CH:19]=3)[NH:15][C:12]2=[N:13][CH:14]=1.NC1C(N)=C(N[C@@H]2[C@@H]3C[C@@H](C=C3)[C@@H]2C(N)=O)C(Cl)=CN=1.[C:62]([O:66][C:67]([N:69]1CCC[CH:71](C=O)[CH2:70]1)=[O:68])([CH3:65])([CH3:64])[CH3:63]. (10) Given the product [Cl-:1].[Cr+3:2].[NH:26]1[C:30]2[CH:31]=[CH:32][CH:33]=[CH:34][C:29]=2[N:28]=[C:27]1[CH2:35][N:36]([CH2:46][C:47]1[NH:48][C:49]2[CH:55]=[CH:54][CH:53]=[CH:52][C:50]=2[N:51]=1)[CH2:37][CH2:38][CH2:39][C:40]1[CH:45]=[CH:44][CH:43]=[CH:42][CH:41]=1.[Cl-:1].[Cl-:1], predict the reactants needed to synthesize it. The reactants are: [Cl-:1].[Cr+3:2].N1C2C=CC=CC=2N=C1CNCC1NC2C=CC=CC=2N=1.[Cl-].[Cl-].[NH:26]1[C:30]2[CH:31]=[CH:32][CH:33]=[CH:34][C:29]=2[N:28]=[C:27]1[CH2:35][N:36]([CH2:46][C:47]1[NH:51][C:50]2[CH:52]=[CH:53][CH:54]=[CH:55][C:49]=2[N:48]=1)[CH2:37][CH2:38][CH2:39][C:40]1[CH:45]=[CH:44][CH:43]=[CH:42][CH:41]=1.[K+].[Br-].